Task: Predict hERG channel inhibition at various concentrations.. Dataset: hERG Central: cardiac toxicity at 1µM, 10µM, and general inhibition (1) The molecule is Cn1ccnc1/C(=N\NC(=O)c1ccccc1)c1cccc([N+](=O)[O-])c1. Results: hERG_inhib (hERG inhibition (general)): blocker. (2) The drug is Cc1c(CN(C)C)c2c(n1Cc1ccccc1)C(=O)c1ccc(Br)cc1-2.Cl. Results: hERG_inhib (hERG inhibition (general)): blocker.